This data is from Reaction yield outcomes from USPTO patents with 853,638 reactions. The task is: Predict the reaction yield, written as a fraction of the theoretical maximum amount of product (1.0 means a 100% yield; for example, 0.34 means a 34% yield). The reactants are [CH3:1][O:2][C:3]([C:5]1[S:9][C:8]2[CH:10]=[C:11](Cl)[CH:12]=[CH:13][C:7]=2[C:6]=1[O:15][CH2:16][C:17]([O:19][C:20]([CH3:23])([CH3:22])[CH3:21])=[O:18])=[O:4].[NH2:24][C:25]1[CH:26]=[C:27](B(O)O)[CH:28]=[CH:29][CH:30]=1.[F-].[K+]. The catalyst is C1C=CC(/C=C/C(/C=C/C2C=CC=CC=2)=O)=CC=1.C1C=CC(/C=C/C(/C=C/C2C=CC=CC=2)=O)=CC=1.C1C=CC(/C=C/C(/C=C/C2C=CC=CC=2)=O)=CC=1.[Pd].[Pd]. The product is [CH3:1][O:2][C:3]([C:5]1[S:9][C:8]2[CH:10]=[C:11]([C:29]3[CH:28]=[CH:27][CH:26]=[C:25]([NH2:24])[CH:30]=3)[CH:12]=[CH:13][C:7]=2[C:6]=1[O:15][CH2:16][C:17]([O:19][C:20]([CH3:23])([CH3:22])[CH3:21])=[O:18])=[O:4]. The yield is 0.390.